From a dataset of Forward reaction prediction with 1.9M reactions from USPTO patents (1976-2016). Predict the product of the given reaction. (1) The product is: [CH:36]1([C:39]#[C:40][C:7]2[CH:12]=[CH:11][C:10]([N:13]3[CH:18]=[C:17]([O:19][CH3:20])[C:16](=[O:21])[C:15]([C:22]4[N:26]([C:27]5[CH:28]=[CH:29][CH:30]=[CH:31][CH:32]=5)[N:25]=[CH:24][CH:23]=4)=[N:14]3)=[C:9]([F:33])[CH:8]=2)[CH2:38][CH2:37]1. Given the reactants FC(F)(F)S(O[C:7]1[CH:12]=[CH:11][C:10]([N:13]2[CH:18]=[C:17]([O:19][CH3:20])[C:16](=[O:21])[C:15]([C:22]3[N:26]([C:27]4[CH:32]=[CH:31][CH:30]=[CH:29][CH:28]=4)[N:25]=[CH:24][CH:23]=3)=[N:14]2)=[C:9]([F:33])[CH:8]=1)(=O)=O.[CH:36]1([CH:39]=[CH2:40])[CH2:38][CH2:37]1.CCN(C(C)C)C(C)C, predict the reaction product. (2) Given the reactants COC1C=C(OC)C=CC=1C[N:6]([CH2:13][C:14]1[C:15]([C:24]2[S:25][CH:26]=[CH:27][CH:28]=2)=[N:16][O:17][C:18]=1[C:19](OCC)=[O:20])[CH2:7][C:8]([O:10][CH2:11][CH3:12])=[O:9].CC(C)([O-])C.[K+].S(Cl)(Cl)=O, predict the reaction product. The product is: [OH:20][C:19]1[C:18]2[O:17][N:16]=[C:15]([C:24]3[S:25][CH:26]=[CH:27][CH:28]=3)[C:14]=2[CH:13]=[N:6][C:7]=1[C:8]([O:10][CH2:11][CH3:12])=[O:9].